Dataset: Reaction yield outcomes from USPTO patents with 853,638 reactions. Task: Predict the reaction yield, written as a fraction of the theoretical maximum amount of product (1.0 means a 100% yield; for example, 0.34 means a 34% yield). (1) The reactants are [CH3:1][N:2]1[C:6]([C:7]2[CH:12]=[CH:11][C:10](B3OC(C)(C)C(C)(C)O3)=[CH:9][N:8]=2)=[N:5][N:4]=[N:3]1.Br[C:23]1[CH:31]=[CH:30][C:29]2[N:28]3[C:32](=[O:40])[O:33][C@@H:34]([CH2:35][NH:36][C:37](=[O:39])[CH3:38])[C@@H:27]3[CH2:26][C:25]=2[CH:24]=1.C([O-])([O-])=O.[K+].[K+]. The catalyst is O1CCOCC1.O. The product is [CH3:1][N:2]1[C:6]([C:7]2[N:8]=[CH:9][C:10]([C:23]3[CH:31]=[CH:30][C:29]4[N:28]5[C:32](=[O:40])[O:33][C@@H:34]([CH2:35][NH:36][C:37](=[O:39])[CH3:38])[C@@H:27]5[CH2:26][C:25]=4[CH:24]=3)=[CH:11][CH:12]=2)=[N:5][N:4]=[N:3]1. The yield is 0.780. (2) The reactants are Cl.C(OCC)(=O)C.C([O:12][C:13]1[C:14]([CH2:19][N:20]2[CH2:25][CH2:24][CH:23]([C:26](=[O:36])[CH2:27][C:28]3[CH:33]=[CH:32][CH:31]=[CH:30][C:29]=3[O:34][CH3:35])[CH2:22][CH2:21]2)=[N:15][CH:16]=[CH:17][N:18]=1)(C)(C)C.[OH-].[Na+]. The catalyst is ClCCl. The product is [CH3:35][O:34][C:29]1[CH:30]=[CH:31][CH:32]=[CH:33][C:28]=1[CH2:27][C:26]([CH:23]1[CH2:22][CH2:21][N:20]([CH2:19][C:14]2[C:13](=[O:12])[NH:18][CH:17]=[CH:16][N:15]=2)[CH2:25][CH2:24]1)=[O:36]. The yield is 0.340.